This data is from Catalyst prediction with 721,799 reactions and 888 catalyst types from USPTO. The task is: Predict which catalyst facilitates the given reaction. (1) Reactant: Cl[C:2]1[N:7]=[C:6]([C:8]#[C:9][C:10]2[CH:15]=[CH:14][C:13]([CH2:16][CH:17]([NH:19][C:20](=[O:22])[CH3:21])[CH3:18])=[CH:12][CH:11]=2)[CH:5]=[CH:4][N:3]=1.CCN(C(C)C)C(C)C.[CH3:32][O:33][CH2:34][CH2:35][NH:36][CH3:37]. Product: [CH3:32][O:33][CH2:34][CH2:35][N:36]([CH3:37])[C:2]1[N:7]=[C:6]([C:8]#[C:9][C:10]2[CH:15]=[CH:14][C:13]([CH2:16][CH:17]([NH:19][C:20](=[O:22])[CH3:21])[CH3:18])=[CH:12][CH:11]=2)[CH:5]=[CH:4][N:3]=1. The catalyst class is: 37. (2) Reactant: [F:1][C:2]([F:17])([F:16])[C:3]1[CH:4]=[C:5]([CH:9]=[C:10]([C:12]([F:15])([F:14])[F:13])[CH:11]=1)[C:6](Cl)=[O:7].[C:18]1([N:24]2[C:28]3([CH2:33][CH2:32][NH:31][CH2:30][CH2:29]3)[C:27](=[O:34])[NH:26][CH2:25]2)[CH:23]=[CH:22][CH:21]=[CH:20][CH:19]=1.C(N(CC)CC)C.O. Product: [F:1][C:2]([F:17])([F:16])[C:3]1[CH:4]=[C:5]([CH:9]=[C:10]([C:12]([F:15])([F:14])[F:13])[CH:11]=1)[C:6]([N:31]1[CH2:30][CH2:29][C:28]2([N:24]([C:18]3[CH:23]=[CH:22][CH:21]=[CH:20][CH:19]=3)[CH2:25][NH:26][C:27]2=[O:34])[CH2:33][CH2:32]1)=[O:7]. The catalyst class is: 4. (3) Reactant: [F:1][C:2]1[CH:7]=[CH:6][C:5]([OH:8])=[C:4]([CH3:9])[C:3]=1[NH:10][CH2:11][C:12]1[CH:17]=[C:16]([C:18]2[CH:23]=[CH:22][CH:21]=[C:20]([F:24])[CH:19]=2)[CH:15]=[CH:14][C:13]=1[F:25].C([O-])([O-])=O.[Cs+].[Cs+].Br[CH2:33][C:34]([O:36][CH:37]([CH3:39])[CH3:38])=[O:35].O. Product: [F:1][C:2]1[CH:7]=[CH:6][C:5]([O:8][CH2:33][C:34]([O:36][CH:37]([CH3:39])[CH3:38])=[O:35])=[C:4]([CH3:9])[C:3]=1[NH:10][CH2:11][C:12]1[CH:17]=[C:16]([C:18]2[CH:23]=[CH:22][CH:21]=[C:20]([F:24])[CH:19]=2)[CH:15]=[CH:14][C:13]=1[F:25]. The catalyst class is: 3. (4) The catalyst class is: 4. Reactant: [Br:1][C:2]1[C:7]([CH3:8])=[CH:6][C:5]([OH:9])=[CH:4][C:3]=1[CH3:10].[O:11]1[CH:16]=[CH:15][CH2:14][CH2:13][CH2:12]1.CC1C=CC(S(O)(=O)=O)=CC=1.N1C=CC=CC=1. Product: [Br:1][C:2]1[C:7]([CH3:8])=[CH:6][C:5]([O:9][CH:12]2[CH2:13][CH2:14][CH2:15][CH2:16][O:11]2)=[CH:4][C:3]=1[CH3:10].